From a dataset of Forward reaction prediction with 1.9M reactions from USPTO patents (1976-2016). Predict the product of the given reaction. (1) Given the reactants [CH3:1][O:2][C:3]([C:5]1[S:6][C:7]([S:21][CH3:22])=[C:8]([S:10]([C:13]2[CH:14]=[N:15][C:16](Cl)=[C:17]([Br:19])[CH:18]=2)(=[O:12])=[O:11])[CH:9]=1)=[O:4].[N:23]1[CH:27]=[C:26]([CH2:28][CH2:29][NH2:30])[NH:25][CH:24]=1.C(N(C(C)C)CC)(C)C.C1COCC1, predict the reaction product. The product is: [CH3:1][O:2][C:3]([C:5]1[S:6][C:7]([S:21][CH3:22])=[C:8]([S:10]([C:13]2[CH:14]=[N:15][C:16]([NH:30][CH2:29][CH2:28][C:26]3[NH:25][CH:24]=[N:23][CH:27]=3)=[C:17]([Br:19])[CH:18]=2)(=[O:12])=[O:11])[CH:9]=1)=[O:4]. (2) Given the reactants Br[C:2]1[CH:7]=[CH:6][CH:5]=[C:4]([O:8][CH2:9][O:10][CH3:11])[CH:3]=1.C([Li])CCC.[Cl:17][C:18]1[C:23]([CH3:24])=[C:22]([Cl:25])[N:21]=[CH:20][N:19]=1.C(C1C(=O)C(Cl)=C(Cl)C(=O)C=1C#N)#N, predict the reaction product. The product is: [Cl:17][C:18]1[C:23]([CH3:24])=[C:22]([Cl:25])[N:21]=[C:20]([C:2]2[CH:7]=[CH:6][CH:5]=[C:4]([O:8][CH2:9][O:10][CH3:11])[CH:3]=2)[N:19]=1. (3) Given the reactants [C-:1]#[N:2].[K+].Br[CH2:5][C:6]1[C:7]([O:13][CH3:14])=[N:8][CH:9]=[CH:10][C:11]=1[CH3:12], predict the reaction product. The product is: [CH3:14][O:13][C:7]1[C:6]([CH2:5][C:1]#[N:2])=[C:11]([CH3:12])[CH:10]=[CH:9][N:8]=1. (4) Given the reactants [C:1]12([N:6]([CH3:19])[C:7](=[O:18])[C:8]3[CH:13]=[C:12](Br)[CH:11]=[N:10][C:9]=3[N:15]([CH3:17])[CH3:16])[CH2:5][CH:3]([CH2:4]1)[CH2:2]2.CC1(C)C(C)(C)[O:24][B:23](B2OC(C)(C)C(C)(C)O2)[O:22]1.C([O-])(=O)C.[K+], predict the reaction product. The product is: [C:1]12([N:6]([CH3:19])[C:7]([C:8]3[CH:13]=[C:12]([B:23]([OH:24])[OH:22])[CH:11]=[N:10][C:9]=3[N:15]([CH3:17])[CH3:16])=[O:18])[CH2:5][CH:3]([CH2:4]1)[CH2:2]2. (5) Given the reactants [CH3:1][CH:2]([CH3:32])[C:3]([NH:5][C:6]1[CH:11]=[CH:10][CH:9]=[C:8]([CH:12]2[CH2:17][CH2:16][N:15]([CH2:18][CH2:19][CH2:20][CH2:21][CH2:22][CH2:23][C:24](=O)[C:25]3[CH:30]=[CH:29][CH:28]=[CH:27][CH:26]=3)[CH2:14][CH2:13]2)[CH:7]=1)=[O:4].Cl.[F:34][C:35]([F:46])([F:45])[O:36][C:37]1[CH:42]=[CH:41][C:40]([NH:43]N)=[CH:39][CH:38]=1, predict the reaction product. The product is: [CH3:1][CH:2]([CH3:32])[C:3]([NH:5][C:6]1[CH:11]=[CH:10][CH:9]=[C:8]([CH:12]2[CH2:13][CH2:14][N:15]([CH2:18][CH2:19][CH2:20][CH2:21][CH2:22][C:23]3[C:41]4[C:40](=[CH:39][CH:38]=[C:37]([O:36][C:35]([F:46])([F:45])[F:34])[CH:42]=4)[NH:43][C:24]=3[C:25]3[CH:30]=[CH:29][CH:28]=[CH:27][CH:26]=3)[CH2:16][CH2:17]2)[CH:7]=1)=[O:4]. (6) Given the reactants Cl[C:2]1[N:7]=[C:6]([C:8]2[C:9]([N:28]([CH3:33])[S:29]([CH3:32])(=[O:31])=[O:30])=[CH:10][C:11]3[O:15][C:14]([C:16]4[CH:21]=[CH:20][C:19]([F:22])=[CH:18][CH:17]=4)=[C:13]([C:23]([NH:25][CH3:26])=[O:24])[C:12]=3[CH:27]=2)[CH:5]=[CH:4][C:3]=1[CH2:34][CH2:35][CH2:36][OH:37].[F:38][C:39]1[CH:47]=[CH:46][CH:45]=[C:44]2[C:40]=1[CH:41]=[C:42](B1OC(C)(C)C(C)(C)O1)[NH:43]2.C(=O)([O-])[O-].[Cs+].[Cs+].O1CCOCC1, predict the reaction product. The product is: [F:38][C:39]1[CH:47]=[CH:46][CH:45]=[C:44]2[C:40]=1[CH:41]=[C:42]([C:2]1[N:7]=[C:6]([C:8]3[C:9]([N:28]([CH3:33])[S:29]([CH3:32])(=[O:30])=[O:31])=[CH:10][C:11]4[O:15][C:14]([C:16]5[CH:21]=[CH:20][C:19]([F:22])=[CH:18][CH:17]=5)=[C:13]([C:23]([NH:25][CH3:26])=[O:24])[C:12]=4[CH:27]=3)[CH:5]=[CH:4][C:3]=1[CH2:34][CH2:35][CH2:36][OH:37])[NH:43]2. (7) Given the reactants [NH2:1][C:2]1[S:3][C:4]2[C:9]([N:10]=1)=[CH:8][CH:7]=[C:6]([O:11][C:12]1[CH:13]=[C:14]([CH:19]=[CH:20][CH:21]=1)[C:15]([O:17]C)=[O:16])[N:5]=2.C(N(CC)CC)C.[CH:29]1([C:32](Cl)=[O:33])[CH2:31][CH2:30]1, predict the reaction product. The product is: [CH:29]1([C:32]([NH:1][C:2]2[S:3][C:4]3[C:9]([N:10]=2)=[CH:8][CH:7]=[C:6]([O:11][C:12]2[CH:13]=[C:14]([CH:19]=[CH:20][CH:21]=2)[C:15]([OH:17])=[O:16])[N:5]=3)=[O:33])[CH2:31][CH2:30]1.